This data is from Full USPTO retrosynthesis dataset with 1.9M reactions from patents (1976-2016). The task is: Predict the reactants needed to synthesize the given product. (1) Given the product [CH:1]1([C:6]2[C:7]3[C:14]([I:15])=[CH:13][NH:12][C:8]=3[N:9]=[CH:10][N:11]=2)[CH2:2][CH2:3][CH2:4][CH2:5]1, predict the reactants needed to synthesize it. The reactants are: [CH:1]1([C:6]2[C:7]3[CH:14]=[CH:13][NH:12][C:8]=3[N:9]=[CH:10][N:11]=2)[CH2:5][CH2:4][CH2:3][CH2:2]1.[I:15]N1C(=O)CCC1=O. (2) Given the product [CH:33]1([NH:39][CH2:40][CH2:41][CH2:42][NH:43][C:26](=[O:27])[C:25]2[CH:29]=[CH:30][C:22]([NH:21][C:19]3[N:18]=[CH:17][C:8]4[N:9]([CH3:16])[C:10](=[O:15])[C:11]([F:14])([F:13])[CH2:12][N:6]([CH:1]5[CH2:5][CH2:4][CH2:3][CH2:2]5)[C:7]=4[N:20]=3)=[C:23]([O:31][CH3:32])[CH:24]=2)[CH2:38][CH2:37][CH2:36][CH2:35][CH2:34]1, predict the reactants needed to synthesize it. The reactants are: [CH:1]1([N:6]2[CH2:12][C:11]([F:14])([F:13])[C:10](=[O:15])[N:9]([CH3:16])[C:8]3[CH:17]=[N:18][C:19]([NH:21][C:22]4[CH:30]=[CH:29][C:25]([C:26](O)=[O:27])=[CH:24][C:23]=4[O:31][CH3:32])=[N:20][C:7]2=3)[CH2:5][CH2:4][CH2:3][CH2:2]1.[CH:33]1([NH:39][CH2:40][CH2:41][CH2:42][NH2:43])[CH2:38][CH2:37][CH2:36][CH2:35][CH2:34]1.F[P-](F)(F)(F)(F)F.CN(C(N(C)C)=[N+]1C2C(=NC=CC=2)[N+]([O-])=N1)C.C(N(C(C)C)CC)(C)C. (3) Given the product [NH:21]1[CH:25]=[CH:24][C:23]([NH:26][C:2]2[C:3]3[C:19]([CH3:20])=[CH:18][S:17][C:4]=3[N:5]=[C:6]([C:8]([C:10]3[CH:15]=[CH:14][C:13]([F:16])=[CH:12][CH:11]=3)=[O:9])[N:7]=2)=[N:22]1, predict the reactants needed to synthesize it. The reactants are: Cl[C:2]1[C:3]2[C:19]([CH3:20])=[CH:18][S:17][C:4]=2[N:5]=[C:6]([C:8]([C:10]2[CH:15]=[CH:14][C:13]([F:16])=[CH:12][CH:11]=2)=[O:9])[N:7]=1.[NH:21]1[CH:25]=[CH:24][C:23]([NH2:26])=[N:22]1.CCN(C(C)C)C(C)C. (4) Given the product [F:13][C:9]1[C:8]([F:14])=[C:7]2[C:12]([C:3]([CH2:2][N:24]3[C:25]4[CH:31]=[CH:30][CH:29]=[CH:28][C:26]=4[N:27]=[C:23]3[C:22]3[CH:21]=[CH:20][N:19]=[CH:18][C:17]=3[CH3:16])=[CH:4][C:5](=[O:15])[NH:6]2)=[CH:11][CH:10]=1, predict the reactants needed to synthesize it. The reactants are: Br[CH2:2][C:3]1[C:12]2[C:7](=[C:8]([F:14])[C:9]([F:13])=[CH:10][CH:11]=2)[NH:6][C:5](=[O:15])[CH:4]=1.[CH3:16][C:17]1[CH:18]=[N:19][CH:20]=[CH:21][C:22]=1[C:23]1[NH:27][C:26]2[CH:28]=[CH:29][CH:30]=[CH:31][C:25]=2[N:24]=1. (5) The reactants are: Cl.[Cl:2][C:3]1[CH:4]=[C:5]([Cl:21])[C:6]2[N:7]([C:9]([CH2:19]Cl)=[C:10]([C:12]3[CH:17]=[CH:16][C:15]([CH3:18])=[CH:14][CH:13]=3)[N:11]=2)[CH:8]=1.[NH:22]1[CH:26]=[CH:25][N:24]=[C:23]1[NH2:27]. Given the product [Cl:2][C:3]1[CH:4]=[C:5]([Cl:21])[C:6]2[N:7]([C:9]([CH2:19][NH:27][C:23]3[NH:22][CH:26]=[CH:25][N:24]=3)=[C:10]([C:12]3[CH:17]=[CH:16][C:15]([CH3:18])=[CH:14][CH:13]=3)[N:11]=2)[CH:8]=1, predict the reactants needed to synthesize it. (6) Given the product [Cl:11][C:12]1[N:17]2[N:18]=[C:19]([C:21]3[O:22][CH:23]=[CH:24][C:25]=3[CH3:26])[C:20]([CH:3]=[O:4])=[C:16]2[CH:15]=[CH:14][CH:13]=1, predict the reactants needed to synthesize it. The reactants are: CN(C)[CH:3]=[O:4].P(Cl)(Cl)(Cl)=O.[Cl:11][C:12]1[N:17]2[N:18]=[C:19]([C:21]3[O:22][CH:23]=[CH:24][C:25]=3[CH3:26])[CH:20]=[C:16]2[CH:15]=[CH:14][CH:13]=1.O. (7) Given the product [CH:12]([C:13]12[N:19]([C:20]([O:22][C:23]([CH3:26])([CH3:25])[CH3:24])=[O:21])[CH:16]([CH2:17][CH2:18]1)[CH2:15][CH2:14]2)=[O:11], predict the reactants needed to synthesize it. The reactants are: CS(C)=O.C(Cl)(=O)C(Cl)=O.[OH:11][CH2:12][C:13]12[N:19]([C:20]([O:22][C:23]([CH3:26])([CH3:25])[CH3:24])=[O:21])[CH:16]([CH2:17][CH2:18]1)[CH2:15][CH2:14]2.C(N(CC)CC)C. (8) The reactants are: [CH2:1]([O:3][C:4](=[O:28])[CH2:5][O:6][C:7]1[CH:12]=[C:11]([CH3:13])[C:10]([S:14][C:15]2[CH:20]=[C:19]([O:21][CH2:22][CH:23]([CH3:25])[CH3:24])[CH:18]=[C:17](Br)[CH:16]=2)=[CH:9][C:8]=1[CH3:27])[CH3:2].[CH2:29]([N:32]1[CH2:37][CH2:36][O:35][CH2:34][CH2:33]1)[C:30]#[CH:31]. Given the product [CH2:1]([O:3][C:4](=[O:28])[CH2:5][O:6][C:7]1[CH:12]=[C:11]([CH3:13])[C:10]([S:14][C:15]2[CH:16]=[C:17]([C:31]#[C:30][CH2:29][N:32]3[CH2:37][CH2:36][O:35][CH2:34][CH2:33]3)[CH:18]=[C:19]([O:21][CH2:22][CH:23]([CH3:25])[CH3:24])[CH:20]=2)=[CH:9][C:8]=1[CH3:27])[CH3:2], predict the reactants needed to synthesize it. (9) Given the product [Cl:22][C:19]1[S:18][C:17]([NH:16][C:10]([C:4]2([CH3:24])[CH:5]([OH:9])[CH:6]=[CH:7][N:2]([CH3:1])[C:3]2=[O:15])=[O:12])=[N:21][CH:20]=1, predict the reactants needed to synthesize it. The reactants are: [CH3:1][N:2]1[C:7](C)=[CH:6][C:5]([OH:9])=[C:4]([C:10]([O:12]CC)=O)[C:3]1=[O:15].[NH2:16][C:17]1[S:18][C:19]([Cl:22])=[CH:20][N:21]=1.Br[C:24]1C=CC=CC=1.